Dataset: Reaction yield outcomes from USPTO patents with 853,638 reactions. Task: Predict the reaction yield, written as a fraction of the theoretical maximum amount of product (1.0 means a 100% yield; for example, 0.34 means a 34% yield). The product is [C:1]([N:32]1[C@@H:31]([C:25]2[CH:26]=[CH:27][CH:28]=[CH:29][CH:30]=2)[CH2:35][O:34][C:33]1=[O:36])(=[O:7])[CH2:2][CH2:3][CH2:4][C:5]#[CH:6]. The catalyst is O1CCCC1. The reactants are [C:1](O)(=[O:7])[CH2:2][CH2:3][CH2:4][C:5]#[CH:6].C(N(CC)CC)C.CC(C)(C)C(Cl)=O.[Cl-].[Li+].[C:25]1([C@H:31]2[CH2:35][O:34][C:33](=[O:36])[NH:32]2)[CH:30]=[CH:29][CH:28]=[CH:27][CH:26]=1. The yield is 0.854.